Dataset: Full USPTO retrosynthesis dataset with 1.9M reactions from patents (1976-2016). Task: Predict the reactants needed to synthesize the given product. The reactants are: [C:1]([O:4][CH2:5][C:6]([CH3:11])([CH3:10])[C:7](O)=[O:8])(=[O:3])[CH3:2].C(Cl)(=O)C([Cl:15])=O. Given the product [Cl:15][C:7]([C:6]([CH3:11])([CH3:10])[CH2:5][O:4][C:1](=[O:3])[CH3:2])=[O:8], predict the reactants needed to synthesize it.